Dataset: Full USPTO retrosynthesis dataset with 1.9M reactions from patents (1976-2016). Task: Predict the reactants needed to synthesize the given product. Given the product [NH3:6].[Cl:1][C:2]1[CH:27]=[CH:26][C:5]2[N:6]3[C:10]([CH2:11][S:12](=[O:28])[CH2:13][C:4]=2[CH:3]=1)=[N:9][N:8]=[C:7]3[CH:14]1[CH2:15][CH2:16][N:17]([C:20]2[CH:25]=[CH:24][CH:23]=[CH:22][N:21]=2)[CH2:18][CH2:19]1, predict the reactants needed to synthesize it. The reactants are: [Cl:1][C:2]1[CH:27]=[CH:26][C:5]2[N:6]3[C:10]([CH2:11][S:12][CH2:13][C:4]=2[CH:3]=1)=[N:9][N:8]=[C:7]3[CH:14]1[CH2:19][CH2:18][N:17]([C:20]2[CH:25]=[CH:24][CH:23]=[CH:22][N:21]=2)[CH2:16][CH2:15]1.[OH:28]O.